This data is from Full USPTO retrosynthesis dataset with 1.9M reactions from patents (1976-2016). The task is: Predict the reactants needed to synthesize the given product. (1) Given the product [CH:46]12[CH2:59][CH:49]([C:50]3[C:55]1=[CH:54][CH:53]=[CH:52][C:51]=3[C:31]1[C:32]3[C:37]([C:38]([C:21]4[CH:20]=[CH:19][CH:18]=[C:17]5[C:16]=4[CH:9]4[CH2:10][CH:11]5[CH2:12][CH2:13]4)=[C:39]4[C:44]=1[CH:43]=[CH:42][CH:41]=[CH:40]4)=[CH:36][CH:35]=[CH:34][CH:33]=3)[CH2:48][CH2:47]2, predict the reactants needed to synthesize it. The reactants are: C1(P(C2CCCCC2)C2(OC)[CH2:13][CH:12]=[CH:11][C:10](OC)=[C:9]2[C:16]2[CH:21]=[CH:20][CH:19]=[CH:18][CH:17]=2)CCCCC1.Br[C:31]1[C:32]2[C:37]([C:38](Br)=[C:39]3[C:44]=1[CH:43]=[CH:42][CH:41]=[CH:40]3)=[CH:36][CH:35]=[CH:34][CH:33]=2.[CH:46]12[CH2:59][CH:49]([C:50]3[C:51](B(O)O)=[CH:52][CH:53]=[CH:54][C:55]=31)[CH2:48][CH2:47]2.P([O-])([O-])([O-])=O.[K+].[K+].[K+]. (2) Given the product [Cl:20][C:12]1[CH:13]=[CH:14][C:15]2[N:16]([CH2:28][C:29]3[C:37]4[C:32](=[N:33][CH:34]=[CH:35][CH:36]=4)[N:31]([C:38]([O:40][C:41]([CH3:44])([CH3:43])[CH3:42])=[O:39])[N:30]=3)[N:17]=[N:18][C:19]=2[C:11]=1[O:10][C:8]1[CH:7]=[C:4]([C:5]#[N:6])[CH:3]=[C:2]([Cl:1])[CH:9]=1, predict the reactants needed to synthesize it. The reactants are: [Cl:1][C:2]1[CH:3]=[C:4]([CH:7]=[C:8]([O:10][C:11]2[C:19]3[N:18]=[N:17][NH:16][C:15]=3[CH:14]=[CH:13][C:12]=2[Cl:20])[CH:9]=1)[C:5]#[N:6].C(=O)([O-])[O-].[Cs+].[Cs+].Br[CH2:28][C:29]1[C:37]2[C:32](=[N:33][CH:34]=[CH:35][CH:36]=2)[N:31]([C:38]([O:40][C:41]([CH3:44])([CH3:43])[CH3:42])=[O:39])[N:30]=1. (3) Given the product [CH2:16]([O:8][C:3]1[CH:4]=[CH:5][CH:6]=[CH:7][C:2]=1[Br:1])[CH3:17], predict the reactants needed to synthesize it. The reactants are: [Br:1][C:2]1[CH:7]=[CH:6][CH:5]=[CH:4][C:3]=1[OH:8].C([O-])([O-])=O.[K+].[K+].I[CH2:16][CH3:17]. (4) Given the product [C:2]([C:7]1[N:12]=[C:11]([CH2:13][N:14]2[CH:18]=[C:17]([NH:19][C:30](=[O:31])/[CH:29]=[CH:28]/[C:25]3[CH:24]=[CH:23][C:22]([C:21]([F:33])([F:34])[F:20])=[CH:27][CH:26]=3)[CH:16]=[N:15]2)[CH:10]=[CH:9][CH:8]=1)(=[O:6])[CH3:1], predict the reactants needed to synthesize it. The reactants are: [CH3:1][C:2]1([C:7]2[N:12]=[C:11]([CH2:13][N:14]3[CH:18]=[C:17]([NH2:19])[CH:16]=[N:15]3)[CH:10]=[CH:9][CH:8]=2)[O:6]CCO1.[F:20][C:21]([F:34])([F:33])[C:22]1[CH:27]=[CH:26][C:25](/[CH:28]=[CH:29]/[C:30](O)=[O:31])=[CH:24][CH:23]=1. (5) Given the product [NH2:1][C:2]1[CH:7]=[CH:6][C:5]([CH2:8][CH2:9][C:10]([NH2:12])=[O:11])=[CH:4][C:3]=1[C:18]1[CH2:19][CH2:20][C:15]([CH3:24])([CH3:14])[CH2:16][CH:17]=1, predict the reactants needed to synthesize it. The reactants are: [NH2:1][C:2]1[CH:7]=[CH:6][C:5]([CH2:8][CH2:9][C:10]([NH2:12])=[O:11])=[CH:4][C:3]=1Br.[CH3:14][C:15]1([CH3:24])[CH2:20][CH2:19][C:18](B(O)O)=[CH:17][CH2:16]1.